From a dataset of Experimentally validated miRNA-target interactions with 360,000+ pairs, plus equal number of negative samples. Binary Classification. Given a miRNA mature sequence and a target amino acid sequence, predict their likelihood of interaction. (1) The miRNA is hsa-miR-6778-3p with sequence UGCCUCCCUGACAUUCCACAG. The protein sequence of the target gene is MAPAKATNVVRLLLGSTALWLSQLGSGTVAASKSVTAHLAAKWPETPLLLEASEFMAEESNEKFWQFLETVQELAIYKQTESDYSYYNLILKKAGQFLDNLHINLLKFAFSIRAYSPAIQMFQQIAADEPPPDGCNAFVVIHKKHTCKINEIKKLLKKAASRTRPYLFKGDHKFPTNKENLPVVILYAEMGTRTFSAFHKVLSEKAQNEEILYVLRHYIQKPSSRKMYLSGYGVELAIKSTEYKALDDTQVKTVTNTTVEDETETNEVQGFLFGKLKEIYSDLRDNLTAFQKYLIESNKQ.... Result: 1 (interaction). (2) The miRNA is mmu-miR-1930-5p with sequence ACCUCCAUAGUACCUGCAGCGU. The protein sequence of the target gene is MSYEEDDWFSYRTEFNKRADSPRAAGNYDFESGNIDNIPLNDDGPLSPSQDFDLAGTLEEYESYDLRLSPNGGLNREDQQPGPSGNNDGQYHVMQNNDSFAQHMQSSNTIEYNSFEMPTVINSNHDVGPYQDLGIDDPNSFYANQQPSTSQGNDMIINENYEMMGPSTSYMPQIDHMNPSGNSSSQINHQQGMIVPQVQQQPAKPKTTKKRPPPKKKTAAQAPDTVGTVLTKVNKLTQQIDNNNDNQEQKIETRISAEDLVRVSALLSRLDVYQKEQAQGNNTHDQDIEALQAEIAQVFT.... Result: 0 (no interaction). (3) The miRNA is mmu-miR-298-5p with sequence GGCAGAGGAGGGCUGUUCUUCCC. The protein sequence of the target gene is MAESIIIRVQSPDGVKRITATKRETAATFLKKVAKEFGFQNNGFSVYINRNKTGEITASSSKSLHLLKIKHGDLLFLFPSSLAGPSSEMETSTSVGLKAFGAPNVVEDEIDQYLSKQDGKIYRSRDPQLCRHGPLGKCVHCVPLEPFDEDYLNHLEPPVKHMSFHAYIRKLTGGADKGKFVALENISCKIKSGCEGHLPWPNGICTKCQPSAITLNRQKYRHVDNIMFENHTVADRFLDFWRKTGNQHFGYLYGRYTEHKDIPLGIRAEVAAIYEPPQIGTQNSLELLEDPKAEVVDEIA.... Result: 1 (interaction). (4) The miRNA is hsa-miR-5582-3p with sequence UAAAACUUUAAGUGUGCCUAGG. The protein sequence of the target gene is MSGSRQAGSGSAGTSPGSSAASSVTSASSSLSSSPSPPSVAVSAAALVSGGVAQAAGSGGLGGPVRPVLVAPAVSGSGGGAVSTGLSRHSCAARPSAGVGGSSSSLGSGSRKRPLLAPLCNGLINSYEDKSNDFVCPICFDMIEEAYMTKCGHSFCYKCIHQSLEDNNRCPKCNYVVDNIDHLYPNFLVNELILKQKQRFEEKRFKLDHSVSSTNGHRWQIFQDWLGTDQDNLDLANVNLMLELLVQKKKQLEAESHAAQLQILMEFLKVARRNKREQLEQIQKELSVLEEDIKRVEEMS.... Result: 0 (no interaction). (5) The miRNA is mmu-miR-201-5p with sequence UACUCAGUAAGGCAUUGUUCUU. The protein sequence of the target gene is MEDERSFSDICGGRLALQRRYYSPSCREFCLSCPRLSLRSLTAVTCTVWLAAYGLFTLCENSMILSAAIFITLLGLLGYLHFVKIDQETLLIIDSLGIQMTSSYASGKESTTFIEMGKVKDIVINEAIYMQKVIYYLCILLKDPVEPHGISQVVPVFQSAKPRLDCLIEVYRSCQEILAHQKATSTSP. Result: 0 (no interaction). (6) The miRNA is hsa-miR-4636 with sequence AACUCGUGUUCAAAGCCUUUAG. The protein sequence of the target gene is METWSVEQVCSWLVEKNLGELVHRFQEEEVSGAALLALNDRMVQQLVKKIGHQAVLMDLIKKYKQNTQGLKSPENPKKAALVMQTEAARDYRDEESSSPARHGEQMPSFYPAENLDNGLIDQRVLKQRRNVKQILARSKALQWTKSYVLPEFPYDVKCMLAEQKCPDHSMRIRIIEFLQADMTKYLEGSLYPSTQQYNDVVNALLQAHPFLDEDGCGFFLWKRALKDRFKYVRRPIEDDEQVIRNKCKFGHRRGQTRKSLADIRFDEIKLVQIKEEAVCFDSELDEHIKWFQQEYVKTEK.... Result: 0 (no interaction). (7) The miRNA is hsa-miR-6726-3p with sequence CUCGCCCUGUCUCCCGCUAG. The protein sequence of the target gene is MSGSTQPVAQTWRAAEPRYPPHGISYPVQIARSHTDVGLLEYQHHPRDYTSHLSPGSIIQPQRRRPSLLSEFQPGSERSQELHLRPESRTFLPELGKPDIEFTESKRPRLELLPDTLLRPSPLLATGQPSGSEDLTKDRSLAGKLEPVSPPSPPHADPELELAPSRLSKEELIQNMDRVDREITMVEQQISKLKKKQQQLEEEAAKPPEPEKPVSPPPIESKHRSLVQIIYDENRKKAEAAHRILEGLGPQVELPLYNQPSDTRQYHENIKINQAMRKKLILYFKRRNHARKQWEQRFCQ.... Result: 0 (no interaction). (8) The miRNA is hsa-miR-4735-3p with sequence AAAGGUGCUCAAAUUAGACAU. The protein sequence of the target gene is MAEDWLDCPALGPGWKRREVFRKSGATCGRSDTYYQSPTGDRIRSKVELTRYLGPACDLTLFDFKQGILCYPAPKAHPVAVASKKRKKPSRPAKTRKRQVGPQSGEVRKEAPRDETKADTDTAPASFPAPGCCENCGISFSGDGTQRQRLKTLCKDCRAQRIAFNREQRMFKRVGCGECAACQVTEDCGACSTCLLQLPHDVASGLFCKCERRRCLRIVERSRGCGVCRGCQTQEDCGHCPICLRPPRPGLRRQWKCVQRRCLRGKHARRKGGCDSKMAARRRPGAQPLPPPPPSQSPEP.... Result: 1 (interaction). (9) The miRNA is mmu-miR-383-5p with sequence AGAUCAGAAGGUGACUGUGGCU. The protein sequence of the target gene is MAPEASPERSCSLHTCPLEDPTGAPVPPPTVSTLQAIDPTSPLTAGHFAFPRAPQDYQEGSSLLGLGDQASLCAHVSNLSTSIDTSQHDGVWKQPSVQRHVVSVRQERTFRMPKSYSHMIADWPVAVIVGCLAFIFLCTLAGLLGSPPLDFSEPLLGFEPRDTEIGRRLEVWKAMQALTGPKNLLSLSPDPEMNSSSLLSTLSPAAWGRAEESVVRTKRMVGPVEVKEEENFFCGRPEKSHAKLVFVSTSGGSLWNLQAIHSMCRIEQEQIRSHISFGALCQRSAANECCPSWSLGNYLA.... Result: 1 (interaction).